This data is from Reaction yield outcomes from USPTO patents with 853,638 reactions. The task is: Predict the reaction yield, written as a fraction of the theoretical maximum amount of product (1.0 means a 100% yield; for example, 0.34 means a 34% yield). (1) The reactants are [Br:1][C:2]1[N:7]=[CH:6][C:5]([CH:8]=O)=[CH:4][CH:3]=1.[CH3:10][O:11][CH2:12][CH2:13][NH2:14].C(O[BH-](OC(=O)C)OC(=O)C)(=O)C.[Na+].[NH4+].[Cl-]. The catalyst is C(Cl)Cl.O. The product is [Br:1][C:2]1[N:7]=[CH:6][C:5]([CH2:8][NH:14][CH2:13][CH2:12][O:11][CH3:10])=[CH:4][CH:3]=1. The yield is 0.450. (2) The reactants are [F:1][C:2]1[CH:7]=[CH:6][C:5](I)=[CH:4][CH:3]=1.[PH2:9]([O-:11])=[O:10].[NH3+][C:13]1C=CC=C[CH:14]=1.NCCC[Si](OCC)(OCC)OCC.C1(P(C2C=CC=CC=2)CCCP(C2C=CC=CC=2)C2C=CC=CC=2)C=CC=CC=1. The catalyst is C(#N)C.C([O-])(=O)C.[Pd+2].C([O-])(=O)C. The product is [F:1][C:2]1[CH:7]=[CH:6][C:5]([PH:9](=[O:11])[O:10][CH2:13][CH3:14])=[CH:4][CH:3]=1. The yield is 0.480. (3) The reactants are [C:1]([OH:5])(=[O:4])[CH:2]=[CH2:3].[CH2:6]([O:16][C:17](=[O:20])[CH:18]=[CH2:19])[CH2:7][CH2:8][CH2:9][CH2:10][CH2:11][CH2:12][CH2:13][CH2:14][CH3:15]. The catalyst is O1CCOCC1. The product is [C:1]([OH:5])(=[O:4])[CH:2]=[CH2:3].[CH2:6]([O:16][C:17](=[O:20])[CH:18]=[CH2:19])[CH2:7][CH2:8][CH2:9][CH2:10][CH2:11][CH2:12][CH2:13][CH2:14][CH3:15]. The yield is 0.810.